Dataset: Full USPTO retrosynthesis dataset with 1.9M reactions from patents (1976-2016). Task: Predict the reactants needed to synthesize the given product. (1) Given the product [F:31][C:28]([F:29])([F:30])[C:20]1[CH:19]=[C:18]([CH2:17][O:16][C@@H:10]2[CH2:11][CH2:12][C@@H:13]3[NH:8][C@@:9]2([C:32]2[CH:33]=[CH:34][C:35]([F:38])=[CH:36][CH:37]=2)[CH2:15][CH2:14]3)[CH:23]=[C:22]([C:24]([F:27])([F:25])[F:26])[CH:21]=1, predict the reactants needed to synthesize it. The reactants are: C([N:8]1[C@@H:13]2[CH2:14][CH2:15][C@@:9]1([C:32]1[CH:37]=[CH:36][C:35]([F:38])=[CH:34][CH:33]=1)[C@H:10]([O:16][CH2:17][C:18]1[CH:23]=[C:22]([C:24]([F:27])([F:26])[F:25])[CH:21]=[C:20]([C:28]([F:31])([F:30])[F:29])[CH:19]=1)[CH2:11][CH2:12]2)C1C=CC=CC=1.C(O)(=O)C. (2) The reactants are: [C:1]([O:5][C:6]([N:8]1[CH2:13][CH2:12][C:11](=O)[CH2:10][CH2:9]1)=[O:7])([CH3:4])([CH3:3])[CH3:2].[C:15]([OH:21])(=[O:20])[CH2:16]C(O)=O.C([O-])(=O)C.[NH4+:26]. Given the product [C:1]([O:5][C:6]([N:8]1[CH2:13][CH2:12][C:11]([NH2:26])([CH2:16][C:15]([OH:21])=[O:20])[CH2:10][CH2:9]1)=[O:7])([CH3:4])([CH3:3])[CH3:2], predict the reactants needed to synthesize it. (3) Given the product [Cl:7][C:8]1[CH:16]=[C:15]2[C:11]([C:12]([CH2:25][CH:26]([CH3:28])[CH3:27])=[CH:13][N:14]2[C:17]2[S:18][CH:19]=[C:20]([C:22]([NH:32][C:31]3[C:30]([F:29])=[CH:36][CH:35]=[CH:34][C:33]=3[F:37])=[O:24])[N:21]=2)=[CH:10][CH:9]=1, predict the reactants needed to synthesize it. The reactants are: C(Cl)(=O)C(Cl)=O.[Cl:7][C:8]1[CH:16]=[C:15]2[C:11]([C:12]([CH2:25][CH:26]([CH3:28])[CH3:27])=[CH:13][N:14]2[C:17]2[S:18][CH:19]=[C:20]([C:22]([OH:24])=O)[N:21]=2)=[CH:10][CH:9]=1.[F:29][C:30]1[CH:36]=[CH:35][CH:34]=[C:33]([F:37])[C:31]=1[NH2:32].ClCCl.N1C=CC=CC=1.